This data is from Full USPTO retrosynthesis dataset with 1.9M reactions from patents (1976-2016). The task is: Predict the reactants needed to synthesize the given product. (1) Given the product [O:15]1[CH2:20][CH2:19][CH2:18][CH2:17][CH:16]1[O:14][CH2:13][C:10]1([N:7]2[C:6]3[N:1]=[CH:2][N:3]=[CH:4][C:5]=3[CH:9]=[CH:8]2)[CH2:11][CH2:12]1, predict the reactants needed to synthesize it. The reactants are: [N:1]1[C:6]2[N:7]([C:10]3([CH2:13][OH:14])[CH2:12][CH2:11]3)[CH:8]=[CH:9][C:5]=2[CH:4]=[N:3][CH:2]=1.[O:15]1[CH:20]=[CH:19][CH2:18][CH2:17][CH2:16]1.CC1C=CC(S(O)(=O)=O)=CC=1. (2) Given the product [F:14][C:15]1[CH:25]=[CH:24][CH:23]=[C:22]([F:26])[C:16]=1[C:17]([NH:19][C:20]([NH:4][C:3]1[CH:5]=[CH:6][C:7]([S:9][C:10]([F:11])([F:13])[F:12])=[CH:8][C:2]=1[F:1])=[O:21])=[O:18], predict the reactants needed to synthesize it. The reactants are: [F:1][C:2]1[CH:8]=[C:7]([S:9][C:10]([F:13])([F:12])[F:11])[CH:6]=[CH:5][C:3]=1[NH2:4].[F:14][C:15]1[CH:25]=[CH:24][CH:23]=[C:22]([F:26])[C:16]=1[C:17]([N:19]=[C:20]=[O:21])=[O:18]. (3) Given the product [F:1][C:2]1[C:23]([N:24]2[C:28]3[CH:29]=[CH:30][CH:31]=[CH:32][C:27]=3[N:26]=[C:25]2[CH3:33])=[CH:22][CH:21]=[CH:20][C:3]=1[CH2:4][NH:5][C:6]1[CH:19]=[CH:18][C:9]2[C@H:10]([CH2:13][C:14]([OH:16])=[O:15])[CH2:11][O:12][C:8]=2[CH:7]=1, predict the reactants needed to synthesize it. The reactants are: [F:1][C:2]1[C:23]([N:24]2[C:28]3[CH:29]=[CH:30][CH:31]=[CH:32][C:27]=3[N:26]=[C:25]2[CH3:33])=[CH:22][CH:21]=[CH:20][C:3]=1[CH2:4][NH:5][C:6]1[CH:19]=[CH:18][C:9]2[C@H:10]([CH2:13][C:14]([O:16]C)=[O:15])[CH2:11][O:12][C:8]=2[CH:7]=1.[OH-].[Na+]. (4) The reactants are: [C:1]([O:5][C:6](=[O:27])[NH:7][C@@H:8]([CH2:18][C:19]1[CH:24]=[CH:23][C:22]([OH:25])=[CH:21][C:20]=1[F:26])[C:9]([N:11]1[CH2:15][CH2:14][C:13]([F:17])([F:16])[CH2:12]1)=[O:10])([CH3:4])([CH3:3])[CH3:2].C1C=CC(N([S:35]([C:38]([F:41])([F:40])[F:39])(=[O:37])=[O:36])[S:35]([C:38]([F:41])([F:40])[F:39])(=[O:37])=[O:36])=CC=1. Given the product [C:1]([O:5][C:6]([NH:7][C@H:8]([C:9]([N:11]1[CH2:15][CH2:14][C:13]([F:16])([F:17])[CH2:12]1)=[O:10])[CH2:18][C:19]1[CH:24]=[CH:23][C:22]([O:25][S:35]([C:38]([F:41])([F:40])[F:39])(=[O:37])=[O:36])=[CH:21][C:20]=1[F:26])=[O:27])([CH3:4])([CH3:2])[CH3:3], predict the reactants needed to synthesize it. (5) The reactants are: [O:1]1[C:5]2([CH2:10][CH2:9][CH2:8][CH2:7][CH2:6]2)[O:4][CH2:3][C@@H:2]1/[CH:11]=[N:12]\[S@:13]([C:15]([CH3:18])([CH3:17])[CH3:16])=[O:14].C1(C)C=CC=CC=1.[Cl:26][C:27]1[CH:28]=[C:29]([Mg]Br)[CH:30]=[CH:31][C:32]=1[Cl:33]. Given the product [Cl:26][C:27]1[CH:28]=[C:29]([C@@H:11]([C@H:2]2[CH2:3][O:4][C:5]3([CH2:10][CH2:9][CH2:8][CH2:7][CH2:6]3)[O:1]2)[NH:12][S@:13]([C:15]([CH3:18])([CH3:17])[CH3:16])=[O:14])[CH:30]=[CH:31][C:32]=1[Cl:33], predict the reactants needed to synthesize it. (6) Given the product [NH:9]=[C:2]([NH:12][C:13]1[CH:14]=[C:15]([NH:19][C:20](=[O:28])[CH2:21][C:22]2[CH:23]=[CH:24][CH:25]=[CH:26][CH:27]=2)[CH:16]=[CH:17][CH:18]=1)[C:3]1[CH:8]=[CH:7][CH:6]=[CH:5][CH:4]=1, predict the reactants needed to synthesize it. The reactants are: I.[C:2](SC)(=[NH:9])[C:3]1[CH:8]=[CH:7][CH:6]=[CH:5][CH:4]=1.[NH2:12][C:13]1[CH:14]=[C:15]([NH:19][C:20](=[O:28])[CH2:21][C:22]2[CH:27]=[CH:26][CH:25]=[CH:24][CH:23]=2)[CH:16]=[CH:17][CH:18]=1.[OH-].[Na+]. (7) Given the product [CH2:1]([C:3]1[CH:10]=[C:9]([O:11][CH:14]2[CH2:15][CH2:16][CH2:17][CH2:18][O:13]2)[CH:8]=[C:7]([OH:12])[C:4]=1[CH:5]=[O:6])[CH3:2], predict the reactants needed to synthesize it. The reactants are: [CH2:1]([C:3]1[CH:10]=[C:9]([OH:11])[CH:8]=[C:7]([OH:12])[C:4]=1[CH:5]=[O:6])[CH3:2].[O:13]1[CH:18]=[CH:17][CH2:16][CH2:15][CH2:14]1. (8) Given the product [Cl:29][C:26]1[CH:27]=[CH:28][C:23]([S:20]([NH:19][C:18]2[C:13]([C:11](=[O:12])[C:10]3[CH:35]=[C:6]([NH:5][C:3]([NH:2][CH3:1])=[O:4])[CH:7]=[CH:8][C:9]=3[Cl:36])=[N:14][CH:15]=[C:16]([CH3:34])[CH:17]=2)(=[O:22])=[O:21])=[CH:24][C:25]=1[C:30]([F:33])([F:32])[F:31], predict the reactants needed to synthesize it. The reactants are: [CH3:1][N:2]=[C:3]=[O:4].[NH2:5][C:6]1[CH:7]=[CH:8][C:9]([Cl:36])=[C:10]([CH:35]=1)[C:11]([C:13]1[C:18]([NH:19][S:20]([C:23]2[CH:28]=[CH:27][C:26]([Cl:29])=[C:25]([C:30]([F:33])([F:32])[F:31])[CH:24]=2)(=[O:22])=[O:21])=[CH:17][C:16]([CH3:34])=[CH:15][N:14]=1)=[O:12]. (9) Given the product [CH3:12][O:10][C:9](=[O:11])[CH2:8][CH:7]1[CH:4]2[CH2:3][CH2:2][CH:1]1[CH2:6][CH2:5]2, predict the reactants needed to synthesize it. The reactants are: [CH:1]12[CH:7]([CH2:8][C:9]([OH:11])=[O:10])[CH:4]([CH2:5][CH2:6]1)[CH2:3][CH2:2]2.[CH2:12](OCC)C.C[Si](C=[N+]=[N-])(C)C.